Dataset: NCI-60 drug combinations with 297,098 pairs across 59 cell lines. Task: Regression. Given two drug SMILES strings and cell line genomic features, predict the synergy score measuring deviation from expected non-interaction effect. (1) Drug 1: CN1CCC(CC1)COC2=C(C=C3C(=C2)N=CN=C3NC4=C(C=C(C=C4)Br)F)OC. Synergy scores: CSS=5.25, Synergy_ZIP=-2.78, Synergy_Bliss=0.847, Synergy_Loewe=-6.50, Synergy_HSA=0.588. Cell line: SNB-75. Drug 2: CC1=C(C=C(C=C1)NC(=O)C2=CC=C(C=C2)CN3CCN(CC3)C)NC4=NC=CC(=N4)C5=CN=CC=C5. (2) Drug 1: C1CC(C1)(C(=O)O)C(=O)O.[NH2-].[NH2-].[Pt+2]. Drug 2: C1=NC(=NC(=O)N1C2C(C(C(O2)CO)O)O)N. Cell line: HL-60(TB). Synergy scores: CSS=95.7, Synergy_ZIP=-2.99, Synergy_Bliss=-3.19, Synergy_Loewe=-2.90, Synergy_HSA=-0.563.